This data is from Catalyst prediction with 721,799 reactions and 888 catalyst types from USPTO. The task is: Predict which catalyst facilitates the given reaction. (1) Reactant: Br[C:2]1[C:3]([C:9]([OH:11])=[O:10])=[N:4][C:5]([CH3:8])=[CH:6][CH:7]=1.[OH-:12].[Na+].Cl. Product: [CH3:8][C:5]1[N:4]=[C:3]([C:9]([OH:11])=[O:10])[C:2]([C:5]2[O:12][CH:2]=[CH:3][N:4]=2)=[CH:7][CH:6]=1. The catalyst class is: 5. (2) Reactant: [Si:1]([O:8][C@@H:9]1[C@@H:14]([CH3:15])[CH2:13][N:12]([C:16]2[CH:21]=[CH:20][N:19]=[CH:18][C:17]=2[N+:22]([O-])=O)[CH2:11][C@H:10]1[NH:25][C:26](=[O:32])[O:27][C:28]([CH3:31])([CH3:30])[CH3:29])([C:4]([CH3:7])([CH3:6])[CH3:5])([CH3:3])[CH3:2]. Product: [NH2:22][C:17]1[CH:18]=[N:19][CH:20]=[CH:21][C:16]=1[N:12]1[CH2:13][C@H:14]([CH3:15])[C@@H:9]([O:8][Si:1]([C:4]([CH3:7])([CH3:6])[CH3:5])([CH3:3])[CH3:2])[C@H:10]([NH:25][C:26](=[O:32])[O:27][C:28]([CH3:31])([CH3:30])[CH3:29])[CH2:11]1. The catalyst class is: 19. (3) Reactant: [F:1][C:2]([F:18])([F:17])[C:3]1[CH:16]=[CH:15][C:6]([O:7][CH:8]([CH2:13][CH3:14])[C:9]([O:11]C)=[O:10])=[CH:5][CH:4]=1.[OH-].[Na+]. Product: [F:1][C:2]([F:17])([F:18])[C:3]1[CH:4]=[CH:5][C:6]([O:7][CH:8]([CH2:13][CH3:14])[C:9]([OH:11])=[O:10])=[CH:15][CH:16]=1. The catalyst class is: 7. (4) Reactant: [Cl:1][C:2]1[C:11]2[C:6](=[CH:7][CH:8]=[C:9]([I:12])[CH:10]=2)[N:5]=[CH:4][N:3]=1.[NH2:13][C:14]1[CH:15]=[C:16]2[C:20](=[CH:21][CH:22]=1)[N:19]([CH2:23][C:24]1[CH:29]=[CH:28][CH:27]=[CH:26][CH:25]=1)[N:18]=[CH:17]2. Product: [ClH:1].[CH2:23]([N:19]1[C:20]2[C:16](=[CH:15][C:14]([NH:13][C:2]3[C:11]4[C:6](=[CH:7][CH:8]=[C:9]([I:12])[CH:10]=4)[N:5]=[CH:4][N:3]=3)=[CH:22][CH:21]=2)[CH:17]=[N:18]1)[C:24]1[CH:25]=[CH:26][CH:27]=[CH:28][CH:29]=1. The catalyst class is: 10.